Dataset: Forward reaction prediction with 1.9M reactions from USPTO patents (1976-2016). Task: Predict the product of the given reaction. (1) Given the reactants [N:1]([N:3]1[C:26]2[C:21](=[CH:22][C:23]([F:27])=[CH:24][CH:25]=2)[C:5]2([CH2:10][CH2:9][N:8]([CH2:11]/[CH:12]=[CH:13]/[C:14]3[CH:19]=[CH:18][C:17]([Cl:20])=[CH:16][CH:15]=3)[CH2:7][CH2:6]2)[CH2:4]1)=O.[H-].[Al+3].[Li+].[H-].[H-].[H-].O.[OH-].[Na+], predict the reaction product. The product is: [NH2:1][N:3]1[C:26]2[C:21](=[CH:22][C:23]([F:27])=[CH:24][CH:25]=2)[C:5]2([CH2:10][CH2:9][N:8]([CH2:11]/[CH:12]=[CH:13]/[C:14]3[CH:15]=[CH:16][C:17]([Cl:20])=[CH:18][CH:19]=3)[CH2:7][CH2:6]2)[CH2:4]1. (2) Given the reactants Br[C:2]1[C:10]([F:11])=[CH:9][C:8]([C:12]([NH2:14])=[O:13])=[C:7]2[C:3]=1[C:4]([CH3:19])=[C:5]([C:15]([F:18])([F:17])[F:16])[NH:6]2.[CH2:20]=[C:21]1[CH2:26][CH2:25][N:24]([C:27]([O:29][C:30]([CH3:33])([CH3:32])[CH3:31])=[O:28])[CH2:23][CH2:22]1.C1(CNCC2CCCCC2)CCCCC1, predict the reaction product. The product is: [C:12]([C:8]1[CH:9]=[C:10]([F:11])[C:2]([CH:20]=[C:21]2[CH2:26][CH2:25][N:24]([C:27]([O:29][C:30]([CH3:33])([CH3:32])[CH3:31])=[O:28])[CH2:23][CH2:22]2)=[C:3]2[C:7]=1[NH:6][C:5]([C:15]([F:18])([F:17])[F:16])=[C:4]2[CH3:19])(=[O:13])[NH2:14]. (3) The product is: [CH3:12][N:3]([CH3:2])[C:4](=[O:11])[C@H:5]([C@H:7]([CH2:9][CH3:10])[CH3:8])[NH:6][C:21]1[CH2:25][S:24][C:23](=[O:26])[N:22]=1. Given the reactants Cl.[CH3:2][N:3]([CH3:12])[C:4](=[O:11])[C@H:5]([C@H:7]([CH2:9][CH3:10])[CH3:8])[NH2:6].C(N(CC)CC)C.S=[C:21]1[CH2:25][S:24][C:23](=[O:26])[NH:22]1, predict the reaction product.